From a dataset of Reaction yield outcomes from USPTO patents with 853,638 reactions. Predict the reaction yield, written as a fraction of the theoretical maximum amount of product (1.0 means a 100% yield; for example, 0.34 means a 34% yield). The reactants are FC1C=C2C(C(C3C=CC(N4CCC(N)CC4)=NC=3)=CN2)=CC=1.[F:24][C:25]1[CH:33]=[C:32]2[C:28]([C:29]([C:41]3[CH:42]=[N:43][C:44]([S:47](=[O:58])(=[O:57])[NH:48][CH2:49][CH2:50][N:51]([CH3:56])[S:52]([CH3:55])(=[O:54])=[O:53])=[CH:45][CH:46]=3)=[CH:30][N:31]2C(OC(C)(C)C)=O)=[CH:27][CH:26]=1. No catalyst specified. The product is [F:24][C:25]1[CH:33]=[C:32]2[C:28]([C:29]([C:41]3[CH:46]=[CH:45][C:44]([S:47]([NH:48][CH2:49][CH2:50][N:51]([CH3:56])[S:52]([CH3:55])(=[O:54])=[O:53])(=[O:58])=[O:57])=[N:43][CH:42]=3)=[CH:30][NH:31]2)=[CH:27][CH:26]=1. The yield is 0.240.